This data is from Full USPTO retrosynthesis dataset with 1.9M reactions from patents (1976-2016). The task is: Predict the reactants needed to synthesize the given product. (1) Given the product [OH:6][C@@H:7]1[CH2:32][CH2:31][CH2:30][CH2:29][C:28]2=[CH:33][C:24](=[CH:25][CH:26]=[CH:27]2)[C@@H:23]([CH3:34])[NH:22][C:21](=[O:35])[C@H:20]2[NH:36][N:16]([CH2:17][CH2:18][CH2:19]2)[C:15](=[O:37])[C@H:14]([CH3:38])[NH:13][C:12](=[O:39])[C@H:11]([CH:40]([CH3:42])[CH3:41])[O:10][C:9](=[O:43])[C@@H:8]1[CH3:44], predict the reactants needed to synthesize it. The reactants are: C([Si](C)(C)[O:6][C@@H:7]1[CH2:32][CH2:31][CH:30]=[CH:29][C:28]2=[CH:33][C:24](=[CH:25][CH:26]=[CH:27]2)[C@@H:23]([CH3:34])[NH:22][C:21](=[O:35])[C@H:20]2[NH:36][N:16]([CH2:17][CH2:18][CH2:19]2)[C:15](=[O:37])[C@H:14]([CH3:38])[NH:13][C:12](=[O:39])[C@H:11]([CH:40]([CH3:42])[CH3:41])[O:10][C:9](=[O:43])[C@@H:8]1[CH3:44])(C)(C)C.F. (2) Given the product [CH2:1]([O:3][C:4](=[O:29])[CH2:5][C@H:6]([OH:28])/[CH:7]=[CH:8]/[C:9]1[N:10]([CH:25]([CH3:26])[CH3:27])[C:11]2[C:16]([C:17]=1[C:18]1[CH:23]=[CH:22][C:21]([F:24])=[CH:20][CH:19]=1)=[CH:15][CH:14]=[CH:13][CH:12]=2)[CH3:2], predict the reactants needed to synthesize it. The reactants are: [CH2:1]([O:3][C:4](=[O:29])[CH2:5][C:6](=[O:28])/[CH:7]=[CH:8]/[C:9]1[N:10]([CH:25]([CH3:27])[CH3:26])[C:11]2[C:16]([C:17]=1[C:18]1[CH:23]=[CH:22][C:21]([F:24])=[CH:20][CH:19]=1)=[CH:15][CH:14]=[CH:13][CH:12]=2)[CH3:2].C(O)=O.CCN(CC)CC.C([O-])(O)=O.[Na+]. (3) Given the product [N:1]1[CH:6]=[CH:5][CH:4]=[C:3]([NH:7][C:8]([N:10]2[CH2:13][CH:12]([O:14][C:15]3[CH:20]=[CH:19][C:18]([C:35]4[CH:36]=[CH:37][CH:38]=[C:33]([O:32][CH2:31][CH2:30][O:29][CH2:22][C:23]5[CH:28]=[CH:27][CH:26]=[CH:25][CH:24]=5)[CH:34]=4)=[CH:17][N:16]=3)[CH2:11]2)=[O:9])[N:2]=1, predict the reactants needed to synthesize it. The reactants are: [N:1]1[CH:6]=[CH:5][CH:4]=[C:3]([NH:7][C:8]([N:10]2[CH2:13][CH:12]([O:14][C:15]3[CH:20]=[CH:19][C:18](I)=[CH:17][N:16]=3)[CH2:11]2)=[O:9])[N:2]=1.[CH2:22]([O:29][CH2:30][CH2:31][O:32][C:33]1[CH:34]=[C:35](B2OC(C)(C)C(C)(C)O2)[CH:36]=[CH:37][CH:38]=1)[C:23]1[CH:28]=[CH:27][CH:26]=[CH:25][CH:24]=1. (4) Given the product [C:19]([O:18][C:16]([N:13]1[CH2:12][CH2:11][C:8]2[NH:9][C:10]3[C:2]([Cl:1])=[C:3]([Cl:15])[CH:4]=[CH:5][C:6]=3[C:7]=2[CH2:14]1)=[O:17])([CH3:22])([CH3:21])[CH3:20], predict the reactants needed to synthesize it. The reactants are: [Cl:1][C:2]1[C:10]2[NH:9][C:8]3[CH2:11][CH2:12][NH:13][CH2:14][C:7]=3[C:6]=2[CH:5]=[CH:4][C:3]=1[Cl:15].[C:16](O[C:16]([O:18][C:19]([CH3:22])([CH3:21])[CH3:20])=[O:17])([O:18][C:19]([CH3:22])([CH3:21])[CH3:20])=[O:17].[OH-].[Na+]. (5) Given the product [C:47]([CH:45]1[CH2:44][N:43]([C:41](=[O:42])[C@H:40]([NH:39][C:21]([C:20]2[C:14]3[C:15](=[N:16][CH:17]=[C:12]([C:6]4[C:5]5[C:9](=[CH:10][C:2]([Cl:1])=[CH:3][CH:4]=5)[N:8]([CH3:11])[N:7]=4)[N:13]=3)[N:18]([CH2:24][O:25][CH2:26][CH2:27][Si:28]([CH3:30])([CH3:29])[CH3:31])[CH:19]=2)=[O:22])[CH2:49][O:50][CH3:51])[CH2:46]1)#[N:48], predict the reactants needed to synthesize it. The reactants are: [Cl:1][C:2]1[CH:10]=[C:9]2[C:5]([C:6]([C:12]3[N:13]=[C:14]4[C:20]([C:21](O)=[O:22])=[CH:19][N:18]([CH2:24][O:25][CH2:26][CH2:27][Si:28]([CH3:31])([CH3:30])[CH3:29])[C:15]4=[N:16][CH:17]=3)=[N:7][N:8]2[CH3:11])=[CH:4][CH:3]=1.FC(F)(F)C(O)=O.[NH2:39][C@H:40]([CH2:49][O:50][CH3:51])[C:41]([N:43]1[CH2:46][CH:45]([C:47]#[N:48])[CH2:44]1)=[O:42].CN(C(ON1N=NC2C=CC=NC1=2)=[N+](C)C)C.F[P-](F)(F)(F)(F)F.C(N(CC)C(C)C)(C)C. (6) Given the product [C:23]([NH:27][C:28]1[N:29]=[C:30]([N:37]2[CH2:41][CH2:40][C:39]([F:42])([F:43])[CH2:38]2)[C:31]2[C:32](=[N:34][N:35]([CH2:45][C:46]3[CH:51]=[CH:50][CH:49]=[CH:48][C:47]=3[S:52]([CH3:55])(=[O:54])=[O:53])[N:36]=2)[N:33]=1)([CH3:26])([CH3:24])[CH3:25], predict the reactants needed to synthesize it. The reactants are: C(C1N=C(N2CCC(F)(F)C2)C2C(=NN(CC)N=2)N=1)(C)(C)C.[C:23]([NH:27][C:28]1[N:29]=[C:30]([N:37]2[CH2:41][CH2:40][C:39]([F:43])([F:42])[CH2:38]2)[C:31]2[N:36]=[N:35][NH:34][C:32]=2[N:33]=1)([CH3:26])([CH3:25])[CH3:24].Br[CH2:45][C:46]1[CH:51]=[CH:50][CH:49]=[CH:48][C:47]=1[S:52]([CH3:55])(=[O:54])=[O:53]. (7) Given the product [CH:1]1([N:7]([CH2:38][CH:39]([CH3:41])[CH3:40])[C:8]2[CH:13]=[CH:12][C:11]([C:14]3[C:15]([C:21]([OH:23])=[O:22])=[CH:16][CH:17]=[C:18]([F:20])[CH:19]=3)=[CH:10][C:9]=2[NH:25][C:26]([NH:28][C:29]2[CH:30]=[C:31]([Br:37])[C:32]([CH3:36])=[C:33]([Br:35])[CH:34]=2)=[O:27])[CH2:2][CH2:3][CH2:4][CH2:5][CH2:6]1, predict the reactants needed to synthesize it. The reactants are: [CH:1]1([N:7]([CH2:38][CH:39]([CH3:41])[CH3:40])[C:8]2[CH:13]=[CH:12][C:11]([C:14]3[C:15]([C:21]([O:23]C)=[O:22])=[CH:16][CH:17]=[C:18]([F:20])[CH:19]=3)=[CH:10][C:9]=2[NH:25][C:26]([NH:28][C:29]2[CH:34]=[C:33]([Br:35])[C:32]([CH3:36])=[C:31]([Br:37])[CH:30]=2)=[O:27])[CH2:6][CH2:5][CH2:4][CH2:3][CH2:2]1.O1CCCC1.CO.O.[OH-].[Li+].